This data is from Full USPTO retrosynthesis dataset with 1.9M reactions from patents (1976-2016). The task is: Predict the reactants needed to synthesize the given product. (1) The reactants are: [Cl:1][C:2]1[CH:7]=[CH:6][CH:5]=[CH:4][C:3]=1[S:8](Cl)(=[O:10])=[O:9].O1CCOCC1.C(=O)(O)[O-].[Na+:22].S([O-])([O-])=O.[Na+].[Na+]. Given the product [Na+:22].[Cl:1][C:2]1[CH:7]=[CH:6][CH:5]=[CH:4][C:3]=1[S:8]([O-:10])=[O:9], predict the reactants needed to synthesize it. (2) Given the product [S:1]1[CH:5]=[CH:4][C:3]2[CH:6]=[C:7]([N:10]3[CH2:18][C:17]4[C:12](=[CH:13][C:14]([O:19][CH2:21][CH3:22])=[CH:15][CH:16]=4)[C:11]3=[O:20])[CH:8]=[CH:9][C:2]1=2, predict the reactants needed to synthesize it. The reactants are: [S:1]1[CH:5]=[CH:4][C:3]2[CH:6]=[C:7]([N:10]3[CH2:18][C:17]4[C:12](=[CH:13][C:14]([OH:19])=[CH:15][CH:16]=4)[C:11]3=[O:20])[CH:8]=[CH:9][C:2]1=2.[CH2:21](Br)[CH3:22]. (3) Given the product [Br:1][C:8]1[S:7][C:16]2[CH2:15][CH2:14][C:13]3[CH:17]=[CH:18][CH:19]=[CH:20][C:12]=3[C:11](=[O:21])[C:10]=2[CH:9]=1, predict the reactants needed to synthesize it. The reactants are: [Br:1]Br.C(Cl)(Cl)Cl.[S:7]1[C:16]2[CH2:15][CH2:14][C:13]3[CH:17]=[CH:18][CH:19]=[CH:20][C:12]=3[C:11](=[O:21])[C:10]=2[CH:9]=[CH:8]1. (4) Given the product [C:32]([O:36][C:37](=[O:38])[NH:39][CH2:40]/[CH:41]=[CH:42]/[C:43]([NH:1][C:2]1[CH:7]=[CH:6][C:5]([CH2:8][N:9]2[CH2:14][CH2:13][CH:12]([NH:15][C:16]3[N:21]=[C:20]([C:22]4[C:30]5[C:25](=[CH:26][CH:27]=[CH:28][CH:29]=5)[NH:24][CH:23]=4)[C:19]([Cl:31])=[CH:18][N:17]=3)[CH2:11][CH2:10]2)=[CH:4][CH:3]=1)=[O:44])([CH3:35])([CH3:33])[CH3:34], predict the reactants needed to synthesize it. The reactants are: [NH2:1][C:2]1[CH:7]=[CH:6][C:5]([CH2:8][N:9]2[CH2:14][CH2:13][CH:12]([NH:15][C:16]3[N:21]=[C:20]([C:22]4[C:30]5[C:25](=[CH:26][CH:27]=[CH:28][CH:29]=5)[NH:24][CH:23]=4)[C:19]([Cl:31])=[CH:18][N:17]=3)[CH2:11][CH2:10]2)=[CH:4][CH:3]=1.[C:32]([O:36][C:37]([NH:39][CH2:40]/[CH:41]=[CH:42]/[C:43](O)=[O:44])=[O:38])([CH3:35])([CH3:34])[CH3:33].CCN(C(C)C)C(C)C.CN(C(ON1N=NC2C=CC=NC1=2)=[N+](C)C)C.F[P-](F)(F)(F)(F)F.C(O)(C(F)(F)F)=O. (5) Given the product [Cl:11][C:4]1[C:3]([C:12]2[CH:17]=[CH:16][CH:15]=[CH:14][CH:13]=2)=[CH:2][N:7]2[CH:8]=[CH:9][N:10]=[C:6]2[N:5]=1, predict the reactants needed to synthesize it. The reactants are: Cl[C:2]1[N:7]2[CH:8]=[CH:9][N:10]=[C:6]2[N:5]=[C:4]([Cl:11])[C:3]=1[C:12]1[CH:17]=[CH:16][CH:15]=[CH:14][CH:13]=1.O.C1COCC1. (6) Given the product [CH2:1]([N:8]1[C:17]2[C:12](=[CH:13][CH:14]=[CH:15][N:16]=2)[CH:11]=[C:10]([C:18]([Cl:25])=[O:19])[C:9]1=[O:21])[C:2]1[CH:7]=[CH:6][CH:5]=[CH:4][CH:3]=1, predict the reactants needed to synthesize it. The reactants are: [CH2:1]([N:8]1[C:17]2[C:12](=[CH:13][CH:14]=[CH:15][N:16]=2)[CH:11]=[C:10]([C:18](O)=[O:19])[C:9]1=[O:21])[C:2]1[CH:7]=[CH:6][CH:5]=[CH:4][CH:3]=1.C(Cl)(=O)C([Cl:25])=O.CN(C)C=O. (7) Given the product [NH2:25][C:18]([C:35]1[CH:36]=[N:37][C:38]([Cl:41])=[CH:39][CH:40]=1)([C:19]1[N:20]([CH3:24])[CH:21]=[N:22][CH:23]=1)[C:15]1[CH:16]=[C:17]2[C:12](=[CH:13][CH:14]=1)[N:11]([CH2:42][CH:43]1[CH2:44][CH2:45]1)[C:10](=[O:46])[CH:9]=[C:8]2[C:4]1[CH:5]=[CH:6][CH:7]=[C:2]([Cl:1])[CH:3]=1, predict the reactants needed to synthesize it. The reactants are: [Cl:1][C:2]1[CH:3]=[C:4]([C:8]2[C:17]3[C:12](=[CH:13][CH:14]=[C:15]([C:18]([C:35]4[CH:36]=[N:37][C:38]([Cl:41])=[CH:39][CH:40]=4)([NH:25]CC4C=CC(OC)=CC=4)[C:19]4[N:20]([CH3:24])[CH:21]=[N:22][CH:23]=4)[CH:16]=3)[N:11]([CH2:42][CH:43]3[CH2:45][CH2:44]3)[C:10](=[O:46])[CH:9]=2)[CH:5]=[CH:6][CH:7]=1.FC(F)(F)C(O)=O.